Task: Regression/Classification. Given a drug SMILES string, predict its absorption, distribution, metabolism, or excretion properties. Task type varies by dataset: regression for continuous measurements (e.g., permeability, clearance, half-life) or binary classification for categorical outcomes (e.g., BBB penetration, CYP inhibition). Dataset: hlm.. Dataset: Human liver microsome stability data (1) The compound is CNS(=N)(=O)c1ccc(C(F)(F)F)cc1. The result is 0 (unstable in human liver microsomes). (2) The molecule is COC(=O)Nc1ccc2c(c1)sc1cc(S(=O)(=O)N[C@@H](C(=O)O)C(C)C)ccc12. The result is 0 (unstable in human liver microsomes). (3) The compound is O=C(c1cccc2c1C(=O)N(Cc1ccccc1)C2)N1CCCC1. The result is 0 (unstable in human liver microsomes). (4) The compound is Oc1c2ccc(Oc3ccc(OC(F)(F)F)cc3)cc2nc2cc(F)cc(Cl)c12. The result is 1 (stable in human liver microsomes). (5) The drug is COc1cc(CO)ccc1-c1cc2c(N[C@H](CO)c3ccccc3)ncnc2s1. The result is 0 (unstable in human liver microsomes). (6) The result is 0 (unstable in human liver microsomes). The drug is C[C@H](NC(=O)c1c(-c2ccccc2)nnn1CCOc1cccc(C(F)(F)F)c1)c1ccc(C(=O)O)cc1. (7) The compound is CCOC(=O)C1=C(O)C(=Cc2cc(C)n(-c3ccccc3C(F)(F)F)c2C)N=C1C. The result is 0 (unstable in human liver microsomes).